From a dataset of NCI-60 drug combinations with 297,098 pairs across 59 cell lines. Regression. Given two drug SMILES strings and cell line genomic features, predict the synergy score measuring deviation from expected non-interaction effect. Drug 1: CN(C)N=NC1=C(NC=N1)C(=O)N. Drug 2: CS(=O)(=O)OCCCCOS(=O)(=O)C. Cell line: A498. Synergy scores: CSS=5.06, Synergy_ZIP=4.08, Synergy_Bliss=-1.49, Synergy_Loewe=-3.61, Synergy_HSA=-2.66.